This data is from Catalyst prediction with 721,799 reactions and 888 catalyst types from USPTO. The task is: Predict which catalyst facilitates the given reaction. Reactant: [CH2:1]([O:3][C:4]([C:6]1[N:7]([CH2:18][Si](C)(C)C)[N:8]=[N:9][C:10]=1[C:11]1[CH:16]=[CH:15][C:14]([Br:17])=[CH:13][CH:12]=1)=[O:5])[CH3:2].O.CCCC[N+](CCCC)(CCCC)CCCC.[F-]. Product: [CH2:1]([O:3][C:4]([C:6]1[N:7]([CH3:18])[N:8]=[N:9][C:10]=1[C:11]1[CH:16]=[CH:15][C:14]([Br:17])=[CH:13][CH:12]=1)=[O:5])[CH3:2]. The catalyst class is: 1.